The task is: Regression. Given two drug SMILES strings and cell line genomic features, predict the synergy score measuring deviation from expected non-interaction effect.. This data is from NCI-60 drug combinations with 297,098 pairs across 59 cell lines. (1) Drug 2: CNC(=O)C1=NC=CC(=C1)OC2=CC=C(C=C2)NC(=O)NC3=CC(=C(C=C3)Cl)C(F)(F)F. Cell line: HCT-15. Synergy scores: CSS=33.6, Synergy_ZIP=-7.74, Synergy_Bliss=-1.12, Synergy_Loewe=0.0512, Synergy_HSA=1.32. Drug 1: C1=CC(=CC=C1CCCC(=O)O)N(CCCl)CCCl. (2) Drug 1: C1=C(C(=O)NC(=O)N1)N(CCCl)CCCl. Drug 2: CN1C(=O)N2C=NC(=C2N=N1)C(=O)N. Cell line: HL-60(TB). Synergy scores: CSS=66.9, Synergy_ZIP=11.5, Synergy_Bliss=12.7, Synergy_Loewe=-11.3, Synergy_HSA=9.21. (3) Drug 1: CC12CCC3C(C1CCC2O)C(CC4=C3C=CC(=C4)O)CCCCCCCCCS(=O)CCCC(C(F)(F)F)(F)F. Drug 2: CN(C(=O)NC(C=O)C(C(C(CO)O)O)O)N=O. Cell line: SNB-75. Synergy scores: CSS=-1.86, Synergy_ZIP=0.590, Synergy_Bliss=-0.964, Synergy_Loewe=-3.31, Synergy_HSA=-3.28. (4) Cell line: EKVX. Drug 2: CC1=C(N=C(N=C1N)C(CC(=O)N)NCC(C(=O)N)N)C(=O)NC(C(C2=CN=CN2)OC3C(C(C(C(O3)CO)O)O)OC4C(C(C(C(O4)CO)O)OC(=O)N)O)C(=O)NC(C)C(C(C)C(=O)NC(C(C)O)C(=O)NCCC5=NC(=CS5)C6=NC(=CS6)C(=O)NCCC[S+](C)C)O. Synergy scores: CSS=-1.99, Synergy_ZIP=0.592, Synergy_Bliss=0.773, Synergy_Loewe=-5.08, Synergy_HSA=-3.38. Drug 1: C1CC(C1)(C(=O)O)C(=O)O.[NH2-].[NH2-].[Pt+2]. (5) Drug 1: CCC1=CC2CC(C3=C(CN(C2)C1)C4=CC=CC=C4N3)(C5=C(C=C6C(=C5)C78CCN9C7C(C=CC9)(C(C(C8N6C)(C(=O)OC)O)OC(=O)C)CC)OC)C(=O)OC.C(C(C(=O)O)O)(C(=O)O)O. Drug 2: CC1=C(C(CCC1)(C)C)C=CC(=CC=CC(=CC(=O)O)C)C. Cell line: OVCAR-8. Synergy scores: CSS=14.3, Synergy_ZIP=-0.694, Synergy_Bliss=-2.86, Synergy_Loewe=-28.5, Synergy_HSA=-1.84.